This data is from Peptide-MHC class II binding affinity with 134,281 pairs from IEDB. The task is: Regression. Given a peptide amino acid sequence and an MHC pseudo amino acid sequence, predict their binding affinity value. This is MHC class II binding data. (1) The peptide sequence is SQLELRWKSRHIKER. The MHC is H-2-IEd with pseudo-sequence H-2-IEd. The binding affinity (normalized) is 0.535. (2) The peptide sequence is MLHWSLILPGIKAQQ. The MHC is DRB1_1101 with pseudo-sequence DRB1_1101. The binding affinity (normalized) is 0.787. (3) The binding affinity (normalized) is 0.188. The peptide sequence is PSLIKTLQSRMSKNF. The MHC is H-2-IAb with pseudo-sequence H-2-IAb. (4) The peptide sequence is FDAFVAYHIGARIVS. The MHC is DRB1_1001 with pseudo-sequence DRB1_1001. The binding affinity (normalized) is 0.663. (5) The peptide sequence is SQDLELSWNLNGLQAD. The MHC is DRB1_0802 with pseudo-sequence DRB1_0802. The binding affinity (normalized) is 0.411. (6) The peptide sequence is LSPILFECLIHPMLG. The MHC is DRB4_0101 with pseudo-sequence DRB4_0103. The binding affinity (normalized) is 0.616. (7) The peptide sequence is AVQVTFTVQKGSDPK. The MHC is HLA-DPA10201-DPB10501 with pseudo-sequence HLA-DPA10201-DPB10501. The binding affinity (normalized) is 0.467. (8) The peptide sequence is GELQFVDKIDAAFKI. The MHC is DRB1_0802 with pseudo-sequence DRB1_0802. The binding affinity (normalized) is 0.546. (9) The peptide sequence is KSYVKSKLKLLRGSE. The MHC is DRB1_0101 with pseudo-sequence DRB1_0101. The binding affinity (normalized) is 0.562.